Binary Classification. Given a drug SMILES string, predict its activity (active/inactive) in a high-throughput screening assay against a specified biological target. From a dataset of KCNQ2 potassium channel screen with 302,405 compounds. (1) The compound is O=C(NCCC)C\C(=N\NC(=O)C(=O)Nc1ncccc1)C. The result is 0 (inactive). (2) The compound is Fc1ccc(C(=O)C(n2c(=O)cccc2)C(=O)NCCN(C)C)cc1. The result is 0 (inactive). (3) The molecule is Clc1cc(NC(=O)Cn2c(=O)c(N3CCCCC3)c(n(c2=O)C)N)ccc1Cl. The result is 1 (active). (4) The drug is S=C(NC1CCCCC1)NCCc1c2c([nH]c1)cccc2. The result is 0 (inactive). (5) The molecule is Brc1oc(C(=O)NCCc2cc3c([nH]c2=O)c(ccc3C)C)cc1. The result is 0 (inactive).